Predict the product of the given reaction. From a dataset of Forward reaction prediction with 1.9M reactions from USPTO patents (1976-2016). (1) The product is: [Cl:3][C:4]1[CH:5]=[CH:6][C:7]([C:8]([NH:10][C:11]2[N:15]([CH2:16][CH:17]3[CH2:21][CH2:20][CH2:19][N:18]3[C:22]([O:24][C:25]([CH3:28])([CH3:26])[CH3:27])=[O:23])[C:14]3[CH:29]=[CH:30][C:31]([CH2:33][NH:34][C@H:41]([C:43]([CH3:46])([CH3:45])[CH3:44])[CH3:42])=[CH:32][C:13]=3[N:12]=2)=[O:9])=[CH:47][CH:48]=1. Given the reactants [BH4-].[Na+].[Cl:3][C:4]1[CH:48]=[CH:47][C:7]([C:8]([NH:10][C:11]2[N:15]([CH2:16][CH:17]3[CH2:21][CH2:20][CH2:19][N:18]3[C:22]([O:24][C:25]([CH3:28])([CH3:27])[CH3:26])=[O:23])[C:14]3[CH:29]=[CH:30][C:31]([CH2:33][N:34]([C@H:41]([C:43]([CH3:46])([CH3:45])[CH3:44])[CH3:42])C(=O)C(F)(F)F)=[CH:32][C:13]=3[N:12]=2)=[O:9])=[CH:6][CH:5]=1, predict the reaction product. (2) Given the reactants [Cl:1][C:2]1[CH:7]=[CH:6][C:5]([N:8]2[C:14](=[O:15])[CH2:13][C:12](=S)[NH:11][C:10]3[CH:17]=[CH:18][CH:19]=[CH:20][C:9]2=3)=[CH:4][CH:3]=1.[C:21]([NH:24][NH2:25])(=O)[CH3:22], predict the reaction product. The product is: [Cl:1][C:2]1[CH:7]=[CH:6][C:5]([N:8]2[C:14](=[O:15])[CH2:13][C:12]3=[N:25][N:24]=[C:21]([CH3:22])[N:11]3[C:10]3[CH:17]=[CH:18][CH:19]=[CH:20][C:9]2=3)=[CH:4][CH:3]=1.